This data is from Reaction yield outcomes from USPTO patents with 853,638 reactions. The task is: Predict the reaction yield, written as a fraction of the theoretical maximum amount of product (1.0 means a 100% yield; for example, 0.34 means a 34% yield). (1) The reactants are [N:1]([CH2:4][C@@H:5]1[O:9][C:8]2[C:10]3[C@@H:11]4[CH2:20][C@H:14]([C:15]=3[C:16]([O:18][CH3:19])=[CH:17][C:7]=2[CH2:6]1)[CH2:13][CH2:12]4)=[N+]=[N-]. The catalyst is [Pd]. The product is [CH3:19][O:18][C:16]1[CH:17]=[C:7]2[C:8](=[C:10]3[C:15]=1[CH:14]1[CH2:20][CH:11]3[CH2:12][CH2:13]1)[O:9][CH:5]([CH2:4][NH2:1])[CH2:6]2. The yield is 0.530. (2) The yield is 0.858. The product is [CH2:1]([O:3][CH:4]([O:6][CH:7]1[CH2:19][CH2:18][CH:17]([CH3:20])[CH:16]([O:21][C:62]2[CH:67]=[CH:66][C:65]([N+:68]([O-:70])=[O:69])=[CH:64][CH:63]=2)[CH:15]=[CH:14][CH:13]([CH3:22])[CH:12](/[C:23](/[CH3:50])=[CH:24]/[CH:25]=[CH:26]/[C:27]([O:44][CH:45]([O:47][CH2:48][CH3:49])[CH3:46])([CH3:43])[CH2:28][CH:29]2[O:42][CH:30]2[CH:31]([CH3:41])[CH:32]([O:35][CH:36]([O:38][CH2:39][CH3:40])[CH3:37])[CH2:33][CH3:34])[O:11][C:9](=[O:10])[CH:8]1[C:71]([OH:74])=[O:73])[CH3:5])[CH3:2]. The catalyst is C(Cl)Cl.CN(C)C1C=CN=CC=1. The reactants are [CH2:1]([O:3][CH:4]([O:6][CH:7]1[CH2:19][CH2:18][CH:17]([CH3:20])[CH:16]([OH:21])[CH:15]=[CH:14][CH:13]([CH3:22])[CH:12](/[C:23](/[CH3:50])=[CH:24]/[CH:25]=[CH:26]/[C:27]([O:44][CH:45]([O:47][CH2:48][CH3:49])[CH3:46])([CH3:43])[CH2:28][CH:29]2[O:42][CH:30]2[CH:31]([CH3:41])[CH:32]([O:35][CH:36]([O:38][CH2:39][CH3:40])[CH3:37])[CH2:33][CH3:34])[O:11][C:9](=[O:10])[CH2:8]1)[CH3:5])[CH3:2].C(N(CC)CC)C.ClC(O[C:62]1[CH:67]=[CH:66][C:65]([N+:68]([O-:70])=[O:69])=[CH:64][CH:63]=1)=O.[C:71]([O:74]CC)(=[O:73])C.